This data is from KCNQ2 potassium channel screen with 302,405 compounds. The task is: Binary Classification. Given a drug SMILES string, predict its activity (active/inactive) in a high-throughput screening assay against a specified biological target. The result is 0 (inactive). The molecule is s1c2nc(nc(N3CCN(CC3)C)c2c(c1C(=O)Nc1ccc(F)cc1)C)C.